Predict the reaction yield, written as a fraction of the theoretical maximum amount of product (1.0 means a 100% yield; for example, 0.34 means a 34% yield). From a dataset of Reaction yield outcomes from USPTO patents with 853,638 reactions. (1) The reactants are [CH:1]([C:4]1[N:5]=[C:6]([SH:13])[NH:7][C:8](=[O:12])[C:9]=1[C:10]#[N:11])([CH3:3])[CH3:2].C([O-])([O-])=O.[K+].[K+].Cl[CH2:21][C:22]1[CH:27]=[C:26]([CH3:28])[CH:25]=[CH:24][C:23]=1[CH3:29]. The catalyst is CC(C)=O.CCOC(C)=O. The product is [CH3:29][C:23]1[CH:24]=[CH:25][C:26]([CH3:28])=[CH:27][C:22]=1[CH2:21][S:13][C:6]1[NH:7][C:8](=[O:12])[C:9]([C:10]#[N:11])=[C:4]([CH:1]([CH3:3])[CH3:2])[N:5]=1. The yield is 0.750. (2) The yield is 0.330. The product is [C:16]([O:20][C:21]([N:22]1[CH2:26][CH2:27][N:12]([C:11]2[C:5]3[O:4][C:3]([F:13])([F:14])[C:2]([F:1])([F:15])[O:7][C:6]=3[CH:8]=[CH:9][CH:10]=2)[CH2:24][CH2:23]1)=[O:29])([CH3:19])([CH3:18])[CH3:17]. The reactants are [F:1][C:2]1([F:15])[O:7][C:6]2[CH:8]=[CH:9][CH:10]=[C:11]([NH2:12])[C:5]=2[O:4][C:3]1([F:14])[F:13].[C:16]([O:20][C:21](=[O:29])[N:22]([CH2:26][CH2:27]Cl)[CH2:23][CH2:24]Cl)([CH3:19])([CH3:18])[CH3:17].[H-].[Na+]. The catalyst is CN(C=O)C. (3) The yield is 1.00. No catalyst specified. The product is [NH2:1][C:2]1[CH:10]=[CH:9][C:5]([C:6]([Cl:13])=[O:7])=[CH:4][CH:3]=1. The reactants are [NH2:1][C:2]1[CH:10]=[CH:9][C:5]([C:6](O)=[O:7])=[CH:4][CH:3]=1.S(Cl)([Cl:13])=O. (4) The reactants are CS[C:3]1[C:4]2[CH:12]=[N:11][CH:10]=[CH:9][C:5]=2[N:6]=[CH:7][N:8]=1.[NH2:13][C:14]1[CH:19]=[CH:18][CH:17]=[CH:16][CH:15]=1. The product is [NH:13]([C:3]1[C:4]2[CH:12]=[N:11][CH:10]=[CH:9][C:5]=2[N:6]=[CH:7][N:8]=1)[C:14]1[CH:19]=[CH:18][CH:17]=[CH:16][CH:15]=1. The yield is 0.160. The catalyst is CCO. (5) The reactants are [NH2:1][C:2]1[CH:3]=[C:4]([CH:7]=[C:8]([NH2:18])[C:9]=1[C:10]1[C:11](F)=[N:12][CH:13]=[C:14]([CH3:16])[CH:15]=1)[C:5]#[N:6].[Cl-].[NH+]1C=CC=CC=1. The catalyst is O1CCOCC1. The product is [NH2:1][C:2]1[CH:3]=[C:4]([C:5]#[N:6])[CH:7]=[C:8]2[C:9]=1[C:10]1[CH:15]=[C:14]([CH3:16])[CH:13]=[N:12][C:11]=1[NH:18]2. The yield is 0.870. (6) The reactants are [CH3:1][N:2]([S:15]([C:18]1[S:19][CH:20]=[CH:21][CH:22]=1)(=[O:17])=[O:16])[C:3]1[CH:4]=[CH:5][CH:6]=[C:7]2[C:11]=1[NH:10][C:9]([C:12](O)=[O:13])=[CH:8]2.[NH2:23][CH2:24][C:25]1([S:38][CH2:39][C:40]2[CH:45]=[CH:44][CH:43]=[CH:42][CH:41]=2)[CH2:30][CH2:29][N:28]([C:31]([O:33][C:34]([CH3:37])([CH3:36])[CH3:35])=[O:32])[CH2:27][CH2:26]1.N1(O)C2C=CC=CC=2N=N1.Cl.CN(C)CCCN=C=NCC.C(=O)([O-])O.[Na+]. The catalyst is O1CCCC1. The product is [CH2:39]([S:38][C:25]1([CH2:24][NH:23][C:12]([C:9]2[NH:10][C:11]3[C:7]([CH:8]=2)=[CH:6][CH:5]=[CH:4][C:3]=3[N:2]([CH3:1])[S:15]([C:18]2[S:19][CH:20]=[CH:21][CH:22]=2)(=[O:16])=[O:17])=[O:13])[CH2:26][CH2:27][N:28]([C:31]([O:33][C:34]([CH3:37])([CH3:36])[CH3:35])=[O:32])[CH2:29][CH2:30]1)[C:40]1[CH:41]=[CH:42][CH:43]=[CH:44][CH:45]=1. The yield is 0.750. (7) The catalyst is CN(C=O)C.C1C=CC(P(C2C=CC=CC=2)[C-]2C=CC=C2)=CC=1.C1C=CC(P(C2C=CC=CC=2)[C-]2C=CC=C2)=CC=1.Cl[Pd]Cl.[Fe+2]. The reactants are [CH3:1][O:2][C:3](=[O:13])[CH2:4][CH2:5][C:6]1[CH:7]=[N:8][CH:9]=[C:10](Br)[CH:11]=1.[Cl:14][C:15]1[C:20]([Cl:21])=[CH:19][CH:18]=[CH:17][C:16]=1B(O)O.C(Cl)Cl.C([O-])([O-])=O.[Na+].[Na+]. The product is [CH3:1][O:2][C:3](=[O:13])[CH2:4][CH2:5][C:6]1[CH:7]=[N:8][CH:9]=[C:10]([C:19]2[CH:18]=[CH:17][CH:16]=[C:15]([Cl:14])[C:20]=2[Cl:21])[CH:11]=1. The yield is 0.430. (8) The reactants are [CH3:1][O:2][C:3]1[C:8]([O:9][CH3:10])=[CH:7][CH:6]=[CH:5][C:4]=1[OH:11].Cl[C:13]1[C:18]([N+:19]([O-:21])=[O:20])=[CH:17][CH:16]=[CH:15][C:14]=1[CH3:22].[CH3:23][O:24][C:25]1[C:39]([O:40][CH3:41])=[CH:38][CH:37]=[CH:36][C:26]=1[O:27][C:28]1[C:34]([CH3:35])=[CH:33][CH:32]=[CH:31][C:29]=1[NH2:30].[NH2:42][C:43]1[S:44][CH:45]=[CH:46][N:47]=1. No catalyst specified. The product is [CH3:1][O:2][C:3]1[C:8]([O:9][CH3:10])=[CH:7][CH:6]=[CH:5][C:4]=1[O:11][C:13]1[C:18]([N+:19]([O-:21])=[O:20])=[CH:17][CH:16]=[CH:15][C:14]=1[CH3:22].[CH3:23][O:24][C:25]1[C:39]([O:40][CH3:41])=[CH:38][CH:37]=[CH:36][C:26]=1[O:27][C:28]1[C:34]([CH3:35])=[CH:33][CH:32]=[CH:31][C:29]=1[NH:30][C:4]([NH:42][C:43]1[S:44][CH:45]=[CH:46][N:47]=1)=[O:11]. The yield is 0.560. (9) The reactants are [CH3:1][O:2][C:3]1[CH:9]=[CH:8][C:6]([NH2:7])=[CH:5][CH:4]=1.C(N(CC)CC)C.[Cl-].ClC1N(C)CC[NH+]1C.[CH3:26][O:27][C:28]1[C:29](=[O:56])[C:30]([CH3:55])=[C:31]([CH2:37][C:38]2[CH:39]=[CH:40][C:41]([O:47][CH2:48][C:49]3[CH:50]=[N:51][CH:52]=[CH:53][CH:54]=3)=[C:42]([CH:46]=2)[C:43](O)=[O:44])[C:32](=[O:36])[C:33]=1[O:34][CH3:35]. The catalyst is C(Cl)Cl. The product is [CH3:26][O:27][C:28]1[C:29](=[O:56])[C:30]([CH3:55])=[C:31]([CH2:37][C:38]2[CH:39]=[CH:40][C:41]([O:47][CH2:48][C:49]3[CH:50]=[N:51][CH:52]=[CH:53][CH:54]=3)=[C:42]([CH:46]=2)[C:43]([NH:7][C:6]2[CH:8]=[CH:9][C:3]([O:2][CH3:1])=[CH:4][CH:5]=2)=[O:44])[C:32](=[O:36])[C:33]=1[O:34][CH3:35]. The yield is 0.240.